Dataset: Catalyst prediction with 721,799 reactions and 888 catalyst types from USPTO. Task: Predict which catalyst facilitates the given reaction. (1) Reactant: [F:1][C:2]1[CH:3]=[CH:4][C:5]([OH:8])=[N:6][CH:7]=1.[N+:9]([O-])([OH:11])=[O:10].C(=O)([O-])[O-].[Na+].[Na+]. Product: [F:1][C:2]1[CH:3]=[C:4]([N+:9]([O-:11])=[O:10])[C:5]([OH:8])=[N:6][CH:7]=1. The catalyst class is: 65. (2) Reactant: Cl[C:2]1[C:3]([C:12]#[N:13])=[N:4][CH:5]=[CH:6][C:7]=1[C:8]([F:11])([F:10])[F:9].[CH3:14][O:15][C:16](=[O:19])[CH2:17][SH:18].C(=O)([O-])[O-].[K+].[K+]. Product: [NH2:13][C:12]1[C:3]2=[N:4][CH:5]=[CH:6][C:7]([C:8]([F:11])([F:10])[F:9])=[C:2]2[S:18][C:17]=1[C:16]([O:15][CH3:14])=[O:19]. The catalyst class is: 23. (3) Reactant: [OH-].[Na+].[F:3][C:4]1[CH:9]=[CH:8][CH:7]=[CH:6][C:5]=1[N:10]1[C:14]([O:15][CH3:16])=[CH:13][C:12]([C:17]([NH:19][C@H:20]([C:27]2[CH:32]=[CH:31][CH:30]=[CH:29][C:28]=2[CH3:33])[CH2:21][C:22]([O:24]CC)=[O:23])=[O:18])=[N:11]1. Product: [F:3][C:4]1[CH:9]=[CH:8][CH:7]=[CH:6][C:5]=1[N:10]1[C:14]([O:15][CH3:16])=[CH:13][C:12]([C:17]([NH:19][C@H:20]([C:27]2[CH:32]=[CH:31][CH:30]=[CH:29][C:28]=2[CH3:33])[CH2:21][C:22]([OH:24])=[O:23])=[O:18])=[N:11]1. The catalyst class is: 504. (4) Reactant: [F:1][C:2]1[CH:10]=[C:9]([N:11]2[C:19]3[CH2:18][C:17]([CH3:21])([CH3:20])[CH2:16][C:15](=[O:22])[C:14]=3[C:13]([CH3:23])=[N:12]2)[CH:8]=[C:7]([NH:24][C@H:25]2[CH2:30][CH2:29][C@H:28]([OH:31])[CH2:27][CH2:26]2)[C:3]=1[C:4]([NH2:6])=[O:5].[C:32]([NH:39][CH2:40][C:41](O)=[O:42])([O:34][C:35]([CH3:38])([CH3:37])[CH3:36])=[O:33].C(Cl)CCl. Product: [C:35]([O:34][C:32]([NH:39][CH2:40][C:41]([O:31][C@H:28]1[CH2:27][CH2:26][C@H:25]([NH:24][C:7]2[CH:8]=[C:9]([N:11]3[C:19]4[CH2:18][C:17]([CH3:21])([CH3:20])[CH2:16][C:15](=[O:22])[C:14]=4[C:13]([CH3:23])=[N:12]3)[CH:10]=[C:2]([F:1])[C:3]=2[C:4](=[O:5])[NH2:6])[CH2:30][CH2:29]1)=[O:42])=[O:33])([CH3:38])([CH3:37])[CH3:36]. The catalyst class is: 166. (5) Reactant: CC([N:5]([C@@H:9]([CH2:22][C:23]1[CH:28]=[CH:27][CH:26]=[CH:25][CH:24]=1)[CH2:10][N:11]1[C:19](=[O:20])[C:18]2[C:13](=[CH:14][CH:15]=[CH:16][CH:17]=2)[C:12]1=[O:21])C(=O)[O-])(C)C.Cl. Product: [NH2:5][C@@H:9]([CH2:22][C:23]1[CH:28]=[CH:27][CH:26]=[CH:25][CH:24]=1)[CH2:10][N:11]1[C:19](=[O:20])[C:18]2[C:13](=[CH:14][CH:15]=[CH:16][CH:17]=2)[C:12]1=[O:21]. The catalyst class is: 71. (6) Reactant: C1C=C[NH+]=CC=1.[O-][Cr](Cl)(=O)=O.[C:12]([N:16]1[C:20]([CH2:21][CH:22]([CH3:24])[CH3:23])=[CH:19][C:18]([CH2:25][OH:26])=[N:17]1)([CH3:15])([CH3:14])[CH3:13].CCCCCC.CCOC(C)=O. Product: [C:12]([N:16]1[C:20]([CH2:21][CH:22]([CH3:23])[CH3:24])=[CH:19][C:18]([CH:25]=[O:26])=[N:17]1)([CH3:14])([CH3:15])[CH3:13]. The catalyst class is: 158.